From a dataset of Full USPTO retrosynthesis dataset with 1.9M reactions from patents (1976-2016). Predict the reactants needed to synthesize the given product. (1) Given the product [Cl:29][C:24]1[CH:25]=[CH:26][CH:27]=[CH:28][C:23]=1[CH2:22][CH2:21][C@@:7]1([CH3:9])[C:6]([O:10][CH3:11])=[N:5][C@H:4]([CH:12]([CH3:14])[CH3:13])[C:3]([O:2][CH3:1])=[N:8]1, predict the reactants needed to synthesize it. The reactants are: [CH3:1][O:2][C:3]1[C@@H:4]([CH:12]([CH3:14])[CH3:13])[N:5]=[C:6]([O:10][CH3:11])[CH:7]([CH3:9])[N:8]=1.C([Li])(C)(C)C.Br[CH2:21][CH2:22][C:23]1[CH:28]=[CH:27][CH:26]=[CH:25][C:24]=1[Cl:29].[Cl-].[NH4+]. (2) Given the product [Br:1][C:2]1[CH:7]=[N:6][C:5]([C:8]([N:28]2[CH2:29][CH2:30][N:25]([S:22]([C:17]3[NH:18][C:19]4[C:15]([CH:16]=3)=[CH:14][C:13]([Cl:12])=[CH:21][CH:20]=4)(=[O:23])=[O:24])[CH2:26][CH2:27]2)=[O:10])=[N:4][CH:3]=1, predict the reactants needed to synthesize it. The reactants are: [Br:1][C:2]1[CH:3]=[N:4][C:5]([C:8]([OH:10])=O)=[N:6][CH:7]=1.Cl.[Cl:12][C:13]1[CH:14]=[C:15]2[C:19](=[CH:20][CH:21]=1)[NH:18][C:17]([S:22]([N:25]1[CH2:30][CH2:29][NH:28][CH2:27][CH2:26]1)(=[O:24])=[O:23])=[CH:16]2. (3) The reactants are: I[C:2]1[CH:7]=[CH:6][C:5]([N:8]=[C:9]([O:19][C:20]2[CH:25]=[CH:24][CH:23]=[CH:22][CH:21]=2)[CH:10]=[CH:11][O:12][C:13]2[CH:18]=[CH:17][CH:16]=[CH:15][CH:14]=2)=[CH:4][CH:3]=1.C(=O)([O-])[O-].[Cs+].[Cs+].[C:32](P(C(C)(C)C)C(C)(C)C)(C)(C)[CH3:33].C([Sn](CCCC)(CCCC)C=C)CCC. Given the product [CH:32]([C:2]1[CH:7]=[CH:6][C:5]([N:8]=[C:9]([O:19][C:20]2[CH:25]=[CH:24][CH:23]=[CH:22][CH:21]=2)[CH:10]=[CH:11][O:12][C:13]2[CH:18]=[CH:17][CH:16]=[CH:15][CH:14]=2)=[CH:4][CH:3]=1)=[CH2:33], predict the reactants needed to synthesize it. (4) Given the product [CH2:45]([O:47][C:48]([N:50]1[CH2:51][CH2:52][N:53]([C:10](=[O:12])[C@@H:9]([NH:8][C:6]([O:5][C:1]([CH3:2])([CH3:3])[CH3:4])=[O:7])[CH2:13][F:14])[CH2:54][CH2:55]1)=[O:49])[CH3:46], predict the reactants needed to synthesize it. The reactants are: [C:1]([O:5][C:6]([NH:8][C@@H:9]([CH2:13][F:14])[C:10]([OH:12])=O)=[O:7])([CH3:4])([CH3:3])[CH3:2].C(N1CCOCC1)C.[B-](F)(F)(F)F.CCOC(C(C#N)=NOC(N(C)C)=[N+](C)C)=O.[CH2:45]([O:47][C:48]([N:50]1[CH2:55][CH2:54][NH:53][CH2:52][CH2:51]1)=[O:49])[CH3:46]. (5) Given the product [C:4]([O:9][CH:11]1[CH2:12][CH2:13][CH2:14][O:10]1)(=[O:8])[C:5]([CH3:7])=[CH2:6], predict the reactants needed to synthesize it. The reactants are: ClCCl.[C:4]([OH:9])(=[O:8])[C:5]([CH3:7])=[CH2:6].[O:10]1[CH:14]=[CH:13][CH2:12][CH2:11]1. (6) Given the product [C:5]([O:11][CH2:3][C:2]#[CH:1])(=[O:10])[C:6]([CH3:9])([CH3:8])[CH3:7], predict the reactants needed to synthesize it. The reactants are: [CH2:1](O)[C:2]#[CH:3].[C:5]([OH:11])(=[O:10])[C:6]([CH3:9])([CH3:8])[CH3:7].OS(O)(=O)=O.C(OCC#C)(=O)C. (7) Given the product [CH3:12][S:13]([O:11][CH:8]1[CH2:7][CH2:6][N:5]([CH:1]2[CH2:4][CH2:3][CH2:2]2)[CH2:10][CH2:9]1)(=[O:15])=[O:14], predict the reactants needed to synthesize it. The reactants are: [CH:1]1([N:5]2[CH2:10][CH2:9][CH:8]([OH:11])[CH2:7][CH2:6]2)[CH2:4][CH2:3][CH2:2]1.[CH3:12][S:13](Cl)(=[O:15])=[O:14].CCN(CC)CC.C([O-])(O)=O.[Na+]. (8) The reactants are: [CH:1]1([N:7]2[CH2:12][CH2:11][N:10]([C:13]3[CH:18]=[CH:17][C:16]([C:19]4[CH:24]=[CH:23][C:22]([C:25]5[CH:30]=[CH:29][C:28]([C:31]([OH:33])=[O:32])=[CH:27][CH:26]=5)=[CH:21][CH:20]=4)=[CH:15][CH:14]=3)[CH2:9][CH2:8]2)[CH2:6][CH2:5][CH2:4][CH2:3][CH2:2]1.F[P-](F)(F)(F)(F)F.[N:41]1(OC(N(C)C)=[N+](C)C)[C:45]2[CH:46]=[CH:47][CH:48]=[CH:49][C:44]=2[N:43]=[N:42]1.C(N(CC)C(C)C)(C)C.O. Given the product [CH:1]1([N:7]2[CH2:12][CH2:11][N:10]([C:13]3[CH:14]=[CH:15][C:16]([C:19]4[CH:24]=[CH:23][C:22]([C:25]5[CH:26]=[CH:27][C:28]([C:31]([O:33][N:41]6[C:45]7[CH:46]=[CH:47][CH:48]=[CH:49][C:44]=7[N:43]=[N:42]6)=[O:32])=[CH:29][CH:30]=5)=[CH:21][CH:20]=4)=[CH:17][CH:18]=3)[CH2:9][CH2:8]2)[CH2:2][CH2:3][CH2:4][CH2:5][CH2:6]1, predict the reactants needed to synthesize it. (9) Given the product [Cl:15][C:16]1[S:20][C:19]([C:21]([NH:23][C:24]2[CH:32]=[CH:31][CH:30]=[C:29]3[C:25]=2[C:26](=[O:34])[N:27]([CH2:13][CH:10]2[CH2:9][CH2:8][N:7]([C:4]4[CH:3]=[CH:2][N:1]=[CH:6][CH:5]=4)[CH2:12][CH2:11]2)[C:28]3=[O:33])=[O:22])=[CH:18][CH:17]=1, predict the reactants needed to synthesize it. The reactants are: [N:1]1[CH:6]=[CH:5][C:4]([N:7]2[CH2:12][CH2:11][CH:10]([CH2:13]O)[CH2:9][CH2:8]2)=[CH:3][CH:2]=1.[Cl:15][C:16]1[S:20][C:19]([C:21]([NH:23][C:24]2[CH:32]=[CH:31][CH:30]=[C:29]3[C:25]=2[C:26](=[O:34])[NH:27][C:28]3=[O:33])=[O:22])=[CH:18][CH:17]=1.C1(P(C2C=CC=CC=2)C2C=CC=CC=2)C=CC=CC=1.CCOC(/N=N/C(OCC)=O)=O. (10) Given the product [N:1]1([CH2:6][C:7]2[N:12]=[C:11]([NH2:13])[CH:10]=[CH:9][CH:8]=2)[CH2:5][CH2:4][CH2:3][CH2:2]1, predict the reactants needed to synthesize it. The reactants are: [N:1]1([CH2:6][C:7]2[N:12]=[C:11]([NH:13]C(=O)OC(C)(C)C)[CH:10]=[CH:9][CH:8]=2)[CH2:5][CH2:4][CH2:3][CH2:2]1.FC(F)(F)C(O)=O.